From a dataset of Reaction yield outcomes from USPTO patents with 853,638 reactions. Predict the reaction yield, written as a fraction of the theoretical maximum amount of product (1.0 means a 100% yield; for example, 0.34 means a 34% yield). (1) The reactants are Cl.[Cl:2][C:3]1[CH:8]=[C:7]([NH:9][C@@H:10]2[CH2:15][CH2:14][C@H:13]([C:16]([OH:18])=O)[CH2:12][CH2:11]2)[C:6]([N+:19]([O-:21])=[O:20])=[CH:5][N:4]=1.S(Cl)(Cl)=O.[CH3:26][C@H:27]1[NH:32][CH2:31][CH2:30][N:29]([C:33]([O:35][C:36]([CH3:39])([CH3:38])[CH3:37])=[O:34])[CH2:28]1. The catalyst is C1COCC1. The product is [Cl:2][C:3]1[CH:8]=[C:7]([NH:9][C@@H:10]2[CH2:11][CH2:12][C@H:13]([C:16]([N:32]3[CH2:31][CH2:30][N:29]([C:33]([O:35][C:36]([CH3:39])([CH3:38])[CH3:37])=[O:34])[CH2:28][C@H:27]3[CH3:26])=[O:18])[CH2:14][CH2:15]2)[C:6]([N+:19]([O-:21])=[O:20])=[CH:5][N:4]=1. The yield is 0.770. (2) The reactants are [CH3:1][NH2:2].[C:3]([NH:13][C:14]1[CH:18]=[C:17]([C:19]([CH3:22])([CH3:21])[CH3:20])[S:16][C:15]=1[C:23]([O:25]C)=O)([O:5][CH2:6][C:7]1[CH:12]=[CH:11][CH:10]=[CH:9][CH:8]=1)=[O:4].[C-]#N.[Na+].O. The catalyst is CO. The product is [CH3:1][NH:2][C:23]([C:15]1[S:16][C:17]([C:19]([CH3:22])([CH3:21])[CH3:20])=[CH:18][C:14]=1[NH:13][C:3]([O:5][CH2:6][C:7]1[CH:12]=[CH:11][CH:10]=[CH:9][CH:8]=1)=[O:4])=[O:25]. The yield is 0.200. (3) The reactants are [Br:1][C:2]1[CH:3]=[C:4]2[C:8](=[CH:9][CH:10]=1)[NH:7][CH:6]=[C:5]2[CH:11]=O.P([O-])([O-])(O)=O.[NH4+].[NH4+].[N+:20](CCC)([O-])=O. The catalyst is C(O)(=O)C. The product is [Br:1][C:2]1[CH:3]=[C:4]2[C:8](=[CH:9][CH:10]=1)[NH:7][CH:6]=[C:5]2[C:11]#[N:20]. The yield is 0.650. (4) The reactants are CC([O-])=O.[K+].[B:15]1([B:15]2[O:19][C:18]([CH3:21])([CH3:20])[C:17]([CH3:23])([CH3:22])[O:16]2)[O:19][C:18]([CH3:21])([CH3:20])[C:17]([CH3:23])([CH3:22])[O:16]1.Br[C:25]1[CH:26]=[CH:27][C:28]([Cl:35])=[C:29]([C:31]([F:34])([F:33])[F:32])[CH:30]=1.CCOC(C)=O. The catalyst is O1CCOCC1.Cl[Pd](Cl)([P](C1C=CC=CC=1)(C1C=CC=CC=1)C1C=CC=CC=1)[P](C1C=CC=CC=1)(C1C=CC=CC=1)C1C=CC=CC=1. The product is [Cl:35][C:28]1[CH:27]=[CH:26][C:25]([B:15]2[O:16][C:17]([CH3:22])([CH3:23])[C:18]([CH3:20])([CH3:21])[O:19]2)=[CH:30][C:29]=1[C:31]([F:32])([F:33])[F:34]. The yield is 0.660. (5) The reactants are Cl[CH2:2][CH2:3][C@@H:4]([C:6]1[CH:11]=[CH:10][CH:9]=[CH:8][CH:7]=1)[OH:5].[CH3:12][CH:13]([CH3:29])[C:14]([NH:16][C:17]1[CH:22]=[CH:21][CH:20]=[C:19]([CH:23]2[CH2:28][CH2:27][NH:26][CH2:25][CH2:24]2)[CH:18]=1)=[O:15].C(N(C(C)C)CC)(C)C.N. The catalyst is [I-].C([N+](CCCC)(CCCC)CCCC)CCC.C(Cl)(Cl)Cl.O1CCOCC1. The product is [OH:5][C@H:4]([C:6]1[CH:11]=[CH:10][CH:9]=[CH:8][CH:7]=1)[CH2:3][CH2:2][N:26]1[CH2:27][CH2:28][CH:23]([C:19]2[CH:18]=[C:17]([NH:16][C:14](=[O:15])[CH:13]([CH3:12])[CH3:29])[CH:22]=[CH:21][CH:20]=2)[CH2:24][CH2:25]1. The yield is 0.393. (6) The reactants are [H-].[Na+].[OH:3][C:4]1[CH:5]=[C:6]2[C:10](=[CH:11][CH:12]=1)[C:9](=[O:13])[NH:8][CH2:7]2.F[C:15]1[CH:20]=[CH:19][C:18]([N+:21]([O-:23])=[O:22])=[CH:17][CH:16]=1.O. The catalyst is CN(C=O)C. The product is [C:9]1(=[O:13])[C:10]2[C:6](=[CH:5][C:4]([O:3][C:15]3[CH:20]=[CH:19][C:18]([N+:21]([O-:23])=[O:22])=[CH:17][CH:16]=3)=[CH:12][CH:11]=2)[CH2:7][NH:8]1. The yield is 0.890. (7) The reactants are C(N(CC)CC)C.C(Cl)(Cl)Cl.[NH2:12][C:13]1[C:14]([S:22][CH3:23])=[N:15][C:16]([CH3:21])=[CH:17][C:18]=1[S:19][CH3:20].[Br:24][CH2:25][C:26](Br)=[O:27]. The catalyst is O. The product is [Br:24][CH2:25][C:26]([NH:12][C:13]1[C:14]([S:22][CH3:23])=[N:15][C:16]([CH3:21])=[CH:17][C:18]=1[S:19][CH3:20])=[O:27]. The yield is 0.130. (8) The product is [CH2:37]([N:3]([CH2:1][CH3:2])[CH2:4][CH2:5][CH2:6][NH:7][C:8]1[N:9]=[C:10]([C:27]2[CH:28]=[C:29]([CH:33]=[CH:34][C:35]=2[CH3:36])[C:30]([NH:47][CH2:48][CH3:49])=[O:31])[C:11]2[CH:17]=[CH:16][C:15](=[O:18])[N:14]([C:19]3[C:20]([F:26])=[CH:21][CH:22]=[CH:23][C:24]=3[F:25])[C:12]=2[N:13]=1)[CH3:38]. The catalyst is C(Cl)Cl.C1COCC1. The yield is 0.400. The reactants are [CH2:1]([N:3]([CH2:37][CH3:38])[CH2:4][CH2:5][CH2:6][NH:7][C:8]1[N:9]=[C:10]([C:27]2[CH:28]=[C:29]([CH:33]=[CH:34][C:35]=2[CH3:36])[C:30](O)=[O:31])[C:11]2[CH:17]=[CH:16][C:15](=[O:18])[N:14]([C:19]3[C:24]([F:25])=[CH:23][CH:22]=[CH:21][C:20]=3[F:26])[C:12]=2[N:13]=1)[CH3:2].CN(C(O[N:47]1N=N[C:49]2C=CC=C[C:48]1=2)=[N+](C)C)C.F[P-](F)(F)(F)(F)F.C(N)C. (9) The reactants are [CH3:1][S-:2].[Na+].[CH3:4][O:5][C:6]([C:8]1[S:9][C:10]([N+]([O-])=O)=[C:11]([S:13]([C:16]2[CH:21]=[C:20]([O:22][C:23]([CH3:26])([CH3:25])[CH3:24])[CH:19]=[C:18]([Br:27])[CH:17]=2)(=[O:15])=[O:14])[CH:12]=1)=[O:7].C(O)(=O)C. The catalyst is C1COCC1.CCOC(C)=O. The product is [CH3:4][O:5][C:6]([C:8]1[S:9][C:10]([S:2][CH3:1])=[C:11]([S:13]([C:16]2[CH:21]=[C:20]([O:22][C:23]([CH3:26])([CH3:25])[CH3:24])[CH:19]=[C:18]([Br:27])[CH:17]=2)(=[O:15])=[O:14])[CH:12]=1)=[O:7]. The yield is 0.760.